Regression. Given two drug SMILES strings and cell line genomic features, predict the synergy score measuring deviation from expected non-interaction effect. From a dataset of NCI-60 drug combinations with 297,098 pairs across 59 cell lines. (1) Drug 1: CC1=C(C=C(C=C1)NC2=NC=CC(=N2)N(C)C3=CC4=NN(C(=C4C=C3)C)C)S(=O)(=O)N.Cl. Drug 2: CC(CN1CC(=O)NC(=O)C1)N2CC(=O)NC(=O)C2. Cell line: RPMI-8226. Synergy scores: CSS=30.3, Synergy_ZIP=7.80, Synergy_Bliss=6.43, Synergy_Loewe=-8.42, Synergy_HSA=1.15. (2) Drug 1: CC1=C2C(C(=O)C3(C(CC4C(C3C(C(C2(C)C)(CC1OC(=O)C(C(C5=CC=CC=C5)NC(=O)OC(C)(C)C)O)O)OC(=O)C6=CC=CC=C6)(CO4)OC(=O)C)OC)C)OC. Drug 2: CC1C(C(=O)NC(C(=O)N2CCCC2C(=O)N(CC(=O)N(C(C(=O)O1)C(C)C)C)C)C(C)C)NC(=O)C3=C4C(=C(C=C3)C)OC5=C(C(=O)C(=C(C5=N4)C(=O)NC6C(OC(=O)C(N(C(=O)CN(C(=O)C7CCCN7C(=O)C(NC6=O)C(C)C)C)C)C(C)C)C)N)C. Cell line: A498. Synergy scores: CSS=40.5, Synergy_ZIP=3.84, Synergy_Bliss=5.76, Synergy_Loewe=-3.07, Synergy_HSA=5.21.